From a dataset of Catalyst prediction with 721,799 reactions and 888 catalyst types from USPTO. Predict which catalyst facilitates the given reaction. (1) Reactant: [CH:1]1([N:4]2[C:9](=[O:10])[C:8]3[CH:11]=[C:12]([CH2:14][CH3:15])[S:13][C:7]=3[NH:6][C:5]2=[O:16])[CH2:3][CH2:2]1.Br[CH2:18][C:19]1[CH:24]=[CH:23][C:22]([C:25]2[CH:30]=[CH:29][CH:28]=[CH:27][C:26]=2[C:31]2[N:35]=[C:34](C(Cl)(Cl)Cl)[O:33][N:32]=2)=[CH:21][CH:20]=1.C(=O)([O-])[O-:41].[K+].[K+].CN(C)C=O. Product: [CH:1]1([N:4]2[C:9](=[O:10])[C:8]3[CH:11]=[C:12]([CH2:14][CH3:15])[S:13][C:7]=3[N:6]([CH2:18][C:19]3[CH:24]=[CH:23][C:22]([C:25]4[CH:30]=[CH:29][CH:28]=[CH:27][C:26]=4[C:31]4[NH:35][C:34](=[O:41])[O:33][N:32]=4)=[CH:21][CH:20]=3)[C:5]2=[O:16])[CH2:3][CH2:2]1. The catalyst class is: 13. (2) Reactant: [CH2:1]([O:3][C:4]1[CH:9]=[CH:8][N:7]([C:10]2[CH:15]=[CH:14][C:13]([F:16])=[CH:12][CH:11]=2)[C:6](=[O:17])[C:5]=1[C:18]([OH:20])=O)[CH3:2].O=S(Cl)Cl.[NH2:25][C:26]1[C:43]([F:44])=[CH:42][C:29]([O:30][C:31]2[CH:36]=[CH:35][N:34]=[C:33]([NH:37][C:38](=[O:41])[CH2:39][CH3:40])[CH:32]=2)=[C:28]([F:45])[CH:27]=1.N1C=CC=CC=1. Product: [F:44][C:43]1[CH:42]=[C:29]([O:30][C:31]2[CH:36]=[CH:35][N:34]=[C:33]([NH:37][C:38](=[O:41])[CH2:39][CH3:40])[CH:32]=2)[C:28]([F:45])=[CH:27][C:26]=1[NH:25][C:18]([C:5]1[C:6](=[O:17])[N:7]([C:10]2[CH:11]=[CH:12][C:13]([F:16])=[CH:14][CH:15]=2)[CH:8]=[CH:9][C:4]=1[O:3][CH2:1][CH3:2])=[O:20]. The catalyst class is: 34. (3) Reactant: [C:1]([OH:9])(=O)[CH2:2][CH2:3][CH2:4][CH2:5][CH:6]=[CH2:7].C(Cl)(=O)C([Cl:13])=O. Product: [C:1]([Cl:13])(=[O:9])[CH2:2][CH2:3][CH2:4][CH2:5][CH:6]=[CH2:7]. The catalyst class is: 59.